Task: Predict the reactants needed to synthesize the given product.. Dataset: Full USPTO retrosynthesis dataset with 1.9M reactions from patents (1976-2016) (1) Given the product [CH3:2][CH:1]1[C:4]2[C:5](=[CH:9][CH:10]=[CH:11][CH:12]=2)[C:6](=[O:8])[O:7]1, predict the reactants needed to synthesize it. The reactants are: [C:1]([C:4]1[CH:12]=[CH:11][CH:10]=[CH:9][C:5]=1[C:6]([OH:8])=[O:7])(=O)[CH3:2].[OH-].[K+].B.[Na].Cl. (2) Given the product [C:17]([O:21][C:22]([N:24]1[CH2:29][CH2:28][CH:27]([N:30]([C:14]([C:11]2[CH:10]=[C:9]([C:6]3[CH:5]=[CH:4][C:3]([C:1]#[N:2])=[CH:8][CH:7]=3)[O:13][N:12]=2)=[O:16])[CH:31]2[CH2:32][CH2:33]2)[CH2:26][CH2:25]1)=[O:23])([CH3:20])([CH3:18])[CH3:19], predict the reactants needed to synthesize it. The reactants are: [C:1]([C:3]1[CH:8]=[CH:7][C:6]([C:9]2[O:13][N:12]=[C:11]([C:14]([OH:16])=O)[CH:10]=2)=[CH:5][CH:4]=1)#[N:2].[C:17]([O:21][C:22]([N:24]1[CH2:29][CH2:28][CH:27]([NH:30][CH:31]2[CH2:33][CH2:32]2)[CH2:26][CH2:25]1)=[O:23])([CH3:20])([CH3:19])[CH3:18]. (3) Given the product [C:7]([C:11]1[CH:47]=[CH:46][C:14]([CH2:15][O:16][C:17]2[CH:22]=[CH:21][CH:20]=[CH:19][C:18]=2/[CH:23]=[CH:24]/[CH:25]([CH2:36][CH2:37][C:38]2[CH:43]=[CH:42][C:41]([C:44]#[N:45])=[CH:40][CH:39]=2)[CH2:26][C:27]2[CH:28]=[CH:29][C:30]([C:31]([NH:49][NH:50][C:51]([NH2:53])=[O:52])=[O:32])=[CH:34][CH:35]=2)=[CH:13][CH:12]=1)([CH3:10])([CH3:8])[CH3:9], predict the reactants needed to synthesize it. The reactants are: C(Cl)(=O)C(Cl)=O.[C:7]([C:11]1[CH:47]=[CH:46][C:14]([CH2:15][O:16][C:17]2[CH:22]=[CH:21][CH:20]=[CH:19][C:18]=2/[CH:23]=[CH:24]/[CH:25]([CH2:36][CH2:37][C:38]2[CH:43]=[CH:42][C:41]([C:44]#[N:45])=[CH:40][CH:39]=2)[CH2:26][C:27]2[CH:35]=[CH:34][C:30]([C:31](O)=[O:32])=[CH:29][CH:28]=2)=[CH:13][CH:12]=1)([CH3:10])([CH3:9])[CH3:8].Cl.[NH2:49][NH:50][C:51]([NH2:53])=[O:52].[OH-].[Na+]. (4) Given the product [N+:8]([C:11]1[C:12]([NH:1][C:2]2[CH:7]=[CH:6][CH:5]=[CH:4][CH:3]=2)=[CH:13][CH:14]=[C:15]2[C:20]=1[N:19]=[CH:18][CH:17]=[CH:16]2)([O-:10])=[O:9], predict the reactants needed to synthesize it. The reactants are: [NH2:1][C:2]1[CH:7]=[CH:6][CH:5]=[CH:4][CH:3]=1.[N+:8]([C:11]1[C:12](Cl)=[CH:13][CH:14]=[C:15]2[C:20]=1[N:19]=[CH:18][CH:17]=[CH:16]2)([O-:10])=[O:9]. (5) The reactants are: [CH3:1][N:2]([CH3:7])[CH2:3][CH2:4][CH2:5][NH2:6].Cl.CN(C)CCCN=C=NCC.O.OC1C2N=NNC=2C=CC=1.Cl.[Cl:32][C:33]1[CH:38]=[CH:37][C:36]([CH:39]([C:56]2[CH:61]=[CH:60][C:59]([Cl:62])=[CH:58][CH:57]=2)[N:40]2[CH2:43][CH:42]([CH:44]([C:48]3[CH:53]=[C:52]([F:54])[CH:51]=[C:50]([F:55])[CH:49]=3)[C:45](O)=[O:46])[CH2:41]2)=[CH:35][CH:34]=1. Given the product [Cl:62][C:59]1[CH:60]=[CH:61][C:56]([CH:39]([C:36]2[CH:35]=[CH:34][C:33]([Cl:32])=[CH:38][CH:37]=2)[N:40]2[CH2:43][CH:42]([CH:44]([C:48]3[CH:53]=[C:52]([F:54])[CH:51]=[C:50]([F:55])[CH:49]=3)[C:45]([NH:6][CH2:5][CH2:4][CH2:3][N:2]([CH3:7])[CH3:1])=[O:46])[CH2:41]2)=[CH:57][CH:58]=1, predict the reactants needed to synthesize it. (6) Given the product [F:1][C:2]1[CH:7]=[CH:6][C:5]([O:8][CH3:9])=[CH:4][C:3]=1[C:10]1[CH:15]=[CH:14][C:13]([CH:16]([OH:17])[CH:18]=[CH2:19])=[CH:12][CH:11]=1, predict the reactants needed to synthesize it. The reactants are: [F:1][C:2]1[CH:7]=[CH:6][C:5]([O:8][CH3:9])=[CH:4][C:3]=1[C:10]1[CH:15]=[CH:14][C:13]([CH:16]=[O:17])=[CH:12][CH:11]=1.[CH:18]([Mg]Br)=[CH2:19]. (7) Given the product [CH3:34][Sn:35]([CH3:37])([CH3:36])[C:13]1[S:12][C:11]2=[C:15]([CH2:21][CH2:22][CH2:23][CH2:24][CH2:25][CH2:26][CH2:27][CH3:28])[C:16]3[CH:20]=[C:19]([Sn:35]([CH3:37])([CH3:36])[CH3:34])[S:18][C:17]=3[C:9]([CH2:1][CH2:2][CH2:3][CH2:4][CH2:5][CH2:6][CH2:7][CH3:8])=[C:10]2[CH:14]=1, predict the reactants needed to synthesize it. The reactants are: [CH2:1]([C:9]1[C:17]2[S:18][CH:19]=[CH:20][C:16]=2[C:15]([CH2:21][CH2:22][CH2:23][CH2:24][CH2:25][CH2:26][CH2:27][CH3:28])=[C:11]2[S:12][CH:13]=[CH:14][C:10]=12)[CH2:2][CH2:3][CH2:4][CH2:5][CH2:6][CH2:7][CH3:8].C([Li])CCC.[CH3:34][Sn:35](Cl)([CH3:37])[CH3:36].